This data is from Forward reaction prediction with 1.9M reactions from USPTO patents (1976-2016). The task is: Predict the product of the given reaction. (1) Given the reactants [F:1][C:2]([F:48])([F:47])[C:3]1[CH:4]=[C:5]([CH:40]=[C:41]([C:43]([F:46])([F:45])[F:44])[CH:42]=1)[CH2:6][N:7]([CH2:15][C:16]1[CH:35]=[C:34]([C:36]([F:39])([F:38])[F:37])[CH:33]=[CH:32][C:17]=1[C:18]([N:20]([CH2:30][CH3:31])[CH2:21][CH2:22][C:23]([O:25][C:26]([CH3:29])([CH3:28])[CH3:27])=[O:24])=[O:19])[C:8]1[N:13]=[CH:12][C:11](Br)=[CH:10][N:9]=1.C(P(C(C)(C)C)C1C=CC=CC=1C1C=CC=CC=1)(C)(C)C.CC(C)([O-])C.[Na+].[NH:76]1[CH2:81][CH2:80][O:79][CH2:78][CH2:77]1.C(=O)(O)[O-].[Na+], predict the reaction product. The product is: [F:1][C:2]([F:48])([F:47])[C:3]1[CH:4]=[C:5]([CH:40]=[C:41]([C:43]([F:46])([F:45])[F:44])[CH:42]=1)[CH2:6][N:7]([CH2:15][C:16]1[CH:35]=[C:34]([C:36]([F:39])([F:38])[F:37])[CH:33]=[CH:32][C:17]=1[C:18]([N:20]([CH2:30][CH3:31])[CH2:21][CH2:22][C:23]([O:25][C:26]([CH3:29])([CH3:28])[CH3:27])=[O:24])=[O:19])[C:8]1[N:13]=[CH:12][C:11]([N:76]2[CH2:81][CH2:80][O:79][CH2:78][CH2:77]2)=[CH:10][N:9]=1. (2) Given the reactants Cl[O-].[Na+].[C:4]([C:6]1[CH:11]=[CH:10][CH:9]=[C:8]([O:12][CH3:13])[C:7]=1[F:14])#[CH:5].[OH:15][N:16]=[CH:17][CH2:18][CH2:19][C@@:20]([CH3:30])([S:26]([CH3:29])(=[O:28])=[O:27])[C:21]([O:23][CH2:24][CH3:25])=[O:22].O, predict the reaction product. The product is: [F:14][C:7]1[C:8]([O:12][CH3:13])=[CH:9][CH:10]=[CH:11][C:6]=1[C:4]1[O:15][N:16]=[C:17]([CH2:18][CH2:19][C@@:20]([CH3:30])([S:26]([CH3:29])(=[O:28])=[O:27])[C:21]([O:23][CH2:24][CH3:25])=[O:22])[CH:5]=1.